From a dataset of Forward reaction prediction with 1.9M reactions from USPTO patents (1976-2016). Predict the product of the given reaction. (1) Given the reactants [CH2:1]([C:4]1[C:12]2[O:11][N:10]=[C:9]([C:13]([F:16])([F:15])[F:14])[C:8]=2[CH:7]=[CH:6][C:5]=1[O:17][CH2:18]CCNC)[CH2:2][CH3:3].[O:23]=C(Cl)OC(Cl)(Cl)Cl.C[CH2:32][N:33]([CH2:36]C)[CH2:34][CH3:35].[NH2:38][C:39]1[CH:44]=[CH:43][N:42]=[CH:41][CH:40]=1, predict the reaction product. The product is: [N:42]1[CH:43]=[CH:44][C:39]([NH:38][C:36](=[O:23])[N:33]([CH3:32])[CH2:34][CH2:35][CH2:18][O:17][C:5]2[CH:6]=[CH:7][C:8]3[C:9]([C:13]([F:16])([F:15])[F:14])=[N:10][O:11][C:12]=3[C:4]=2[CH2:1][CH2:2][CH3:3])=[CH:40][CH:41]=1. (2) Given the reactants [Cl:1][C:2]1[CH:7]=[CH:6][C:5]([C:8]2[N:12]([CH:13]([CH:17]3[CH2:22][CH2:21][CH2:20][CH2:19][CH2:18]3)[C:14]([OH:16])=[O:15])[C:11]3[CH:23]=[C:24]([F:28])[C:25]([F:27])=[CH:26][C:10]=3[N:9]=2)=[CH:4][CH:3]=1.[H-].[Na+].[CH3:31]I.Cl, predict the reaction product. The product is: [CH3:31][O:15][C:14](=[O:16])[CH:13]([N:12]1[C:11]2[CH:23]=[C:24]([F:28])[C:25]([F:27])=[CH:26][C:10]=2[N:9]=[C:8]1[C:5]1[CH:6]=[CH:7][C:2]([Cl:1])=[CH:3][CH:4]=1)[CH:17]1[CH2:18][CH2:19][CH2:20][CH2:21][CH2:22]1. (3) Given the reactants [Cl:1][C:2]1[N:10]=[CH:9][N:8]=[C:7]2[C:3]=1[NH:4][CH:5]=[N:6]2.F[C:12]1[CH:17]=[CH:16][C:15]([N+:18]([O-:20])=O)=[CH:14][CH:13]=1.[Cl:21][C:22]1[CH:27]=[CH:26][C:25]([N:28]=[C:29]=[O:30])=[CH:24][C:23]=1[C:31]([F:34])([F:33])[F:32], predict the reaction product. The product is: [Cl:1][C:2]1[N:10]=[CH:9][N:8]=[C:7]2[C:3]=1[N:4]=[CH:5][N:6]2[C:12]1[CH:13]=[CH:14][C:15]([N:18]([OH:20])[C:29]([NH:28][C:25]2[CH:26]=[CH:27][C:22]([Cl:21])=[C:23]([C:31]([F:33])([F:32])[F:34])[CH:24]=2)=[O:30])=[CH:16][CH:17]=1. (4) Given the reactants C[O:2][C:3](=[O:29])[CH2:4][O:5][C:6]1[CH:15]=[C:14]2[C:9]([C:10](=[O:28])[C:11]([C:16]3[CH:21]=[CH:20][C:19]([O:22][CH2:23][C:24]([O:26]C)=[O:25])=[CH:18][CH:17]=3)=[CH:12][O:13]2)=[CH:8][CH:7]=1, predict the reaction product. The product is: [C:24]([CH2:23][O:22][C:19]1[CH:18]=[CH:17][C:16]([C:11]2[C:10](=[O:28])[C:9]3[C:14](=[CH:15][C:6]([O:5][CH2:4][C:3]([OH:29])=[O:2])=[CH:7][CH:8]=3)[O:13][CH:12]=2)=[CH:21][CH:20]=1)([OH:26])=[O:25]. (5) Given the reactants [C:1]1([C:17]2[CH:22]=[CH:21][CH:20]=[CH:19][CH:18]=2)[CH:6]=[CH:5][C:4]([O:7][CH2:8][C:9]2[CH:10]=[C:11]([C:15]#[N:16])[O:12][C:13]=2[CH3:14])=[CH:3][CH:2]=1.[N-:23]=[N+:24]=[N-:25].[Na+].C(=O)([O-])[O-].[K+].[K+], predict the reaction product. The product is: [C:1]1([C:17]2[CH:18]=[CH:19][CH:20]=[CH:21][CH:22]=2)[CH:2]=[CH:3][C:4]([O:7][CH2:8][C:9]2[CH:10]=[C:11]([C:15]3[NH:25][N:24]=[N:23][N:16]=3)[O:12][C:13]=2[CH3:14])=[CH:5][CH:6]=1. (6) Given the reactants [NH2:1][C:2]1[N:10]=[CH:9][CH:8]=[CH:7][C:3]=1[C:4]([OH:6])=[O:5].[NH:11]1[C:15]2=[N:16][CH:17]=[CH:18][CH:19]=[C:14]2[C:13]([CH:20]=O)=[CH:12]1.[BH4-].[Na+].CO, predict the reaction product. The product is: [NH:11]1[C:15]2=[N:16][CH:17]=[CH:18][CH:19]=[C:14]2[C:13]([CH2:20][NH:1][C:2]2[N:10]=[CH:9][CH:8]=[CH:7][C:3]=2[C:4]([OH:6])=[O:5])=[CH:12]1.